This data is from Retrosynthesis with 50K atom-mapped reactions and 10 reaction types from USPTO. The task is: Predict the reactants needed to synthesize the given product. (1) Given the product CN(c1ncccc1CNc1nc(Nc2ccc(CNC(CO)CO)cc2)ncc1C(F)(F)F)S(C)(=O)=O, predict the reactants needed to synthesize it. The reactants are: CN(c1ncccc1CNc1nc(Nc2ccc(CCl)cc2)ncc1C(F)(F)F)S(C)(=O)=O.NC(CO)CO. (2) Given the product Cc1cc(C#Cc2cn(C(C)C)c(C3CC3)n2)ccn1, predict the reactants needed to synthesize it. The reactants are: CC(C)n1cc(I)nc1C1CC1.Cc1cc(C#C[Si](C)(C)C)ccn1. (3) Given the product COc1ncccc1-c1ccc([C@@H](C)N2C(=O)c3ccccc3C2=O)cc1, predict the reactants needed to synthesize it. The reactants are: COc1ncccc1B(O)O.C[C@H](c1ccc(Br)cc1)N1C(=O)c2ccccc2C1=O. (4) Given the product CS(=O)(=O)N1C[C@@H]2C[C@H]1CN2, predict the reactants needed to synthesize it. The reactants are: CC(C)(C)OC(=O)N1C[C@@H]2C[C@H]1CN2S(C)(=O)=O. (5) Given the product BrCCOc1ccc(Br)cc1-c1cc2ccccc2[nH]1, predict the reactants needed to synthesize it. The reactants are: OCCBr.Oc1ccc(Br)cc1-c1cc2ccccc2[nH]1. (6) Given the product O=C(O)C[C@@H]1COc2cc(O[C@@H]3CCc4c(Oc5ccc(OC6CCOCC6)cc5F)ccc(F)c43)ccc21, predict the reactants needed to synthesize it. The reactants are: COC(=O)C[C@@H]1COc2cc(O[C@@H]3CCc4c(Oc5ccc(OC6CCOCC6)cc5F)ccc(F)c43)ccc21. (7) The reactants are: Nc1cc(Cl)cc(Cl)c1.O=C(O)c1cc2ccccc2cc1O. Given the product O=C(Nc1cc(Cl)cc(Cl)c1)c1cc2ccccc2cc1O, predict the reactants needed to synthesize it. (8) The reactants are: CN1C(=O)NCC1C(=O)NCc1ccc(F)c(F)c1Cl.ClCCN1CCOCC1. Given the product CN1C(=O)N(CCN2CCOCC2)CC1C(=O)NCc1ccc(F)c(F)c1Cl, predict the reactants needed to synthesize it. (9) Given the product CNC(=S)NCCSCc1ncccc1OC, predict the reactants needed to synthesize it. The reactants are: CN=C=S.COc1cccnc1CSCCN.